This data is from Forward reaction prediction with 1.9M reactions from USPTO patents (1976-2016). The task is: Predict the product of the given reaction. (1) Given the reactants [CH2:1]([C:4]1[CH:9]=[CH:8][C:7]([C:10]2[O:14][N:13]=[C:12]([C:15]3[CH:24]=[CH:23][CH:22]=[C:21]4[C:16]=3[CH:17]=[CH:18][CH:19]=[N:20]4)[N:11]=2)=[CH:6][CH:5]=1)[CH2:2][CH3:3].C1COCC1, predict the reaction product. The product is: [CH2:1]([C:4]1[CH:5]=[CH:6][C:7]([C:10]2[O:14][N:13]=[C:12]([C:15]3[CH:24]=[CH:23][CH:22]=[C:21]4[C:16]=3[CH2:17][CH2:18][CH2:19][NH:20]4)[N:11]=2)=[CH:8][CH:9]=1)[CH2:2][CH3:3]. (2) The product is: [Br:5][C:6]1[C:7]([CH3:16])=[C:8]([C:11]([OH:14])=[CH:12][CH:13]=1)[CH:9]=[O:10]. Given the reactants B(Br)(Br)Br.[Br:5][C:6]1[C:7]([CH3:16])=[C:8]([C:11]([O:14]C)=[CH:12][CH:13]=1)[CH:9]=[O:10].O.C(OCC)(=O)C.CCCCCC, predict the reaction product. (3) Given the reactants [F:1][C:2]1[CH:11]=[C:10]2[C:5]([CH:6]=[C:7]([C:13]3[CH:18]=[CH:17][C:16]([C:19](O)([CH3:21])[CH3:20])=[CH:15][CH:14]=3)[NH:8][C:9]2=[O:12])=[CH:4][CH:3]=1.[N-:23]=[N+:24]=[N-:25].[Na+].FC(F)(F)C(O)=O.N, predict the reaction product. The product is: [N:23]([C:19]([C:16]1[CH:17]=[CH:18][C:13]([C:7]2[NH:8][C:9](=[O:12])[C:10]3[C:5]([CH:6]=2)=[CH:4][CH:3]=[C:2]([F:1])[CH:11]=3)=[CH:14][CH:15]=1)([CH3:21])[CH3:20])=[N+:24]=[N-:25]. (4) Given the reactants Cl.CN(C)CCCN=C=NCC.[NH2:13][C:14]1[CH:19]=[CH:18][CH:17]=[C:16]([Br:20])[C:15]=1[OH:21].[N:22]1([C:28]2[N:29]=[C:30]([CH2:35][C:36]([O-])=[O:37])[NH:31][C:32](=[O:34])[CH:33]=2)[CH2:27][CH2:26][O:25][CH2:24][CH2:23]1.[Na+], predict the reaction product. The product is: [Br:20][C:16]1[C:15]([OH:21])=[C:14]([NH:13][C:36](=[O:37])[CH2:35][C:30]2[NH:31][C:32](=[O:34])[CH:33]=[C:28]([N:22]3[CH2:27][CH2:26][O:25][CH2:24][CH2:23]3)[N:29]=2)[CH:19]=[CH:18][CH:17]=1. (5) Given the reactants C([Li])CCC.Br[C:7]1[CH:8]=[C:9]([CH:38]=[CH:39][CH:40]=1)[CH2:10][O:11][CH:12]1[CH2:17][CH2:16][N:15]([C:18]([CH3:37])([CH3:36])[CH2:19][CH2:20][C:21]([C:30]2[CH:35]=[CH:34][CH:33]=[CH:32][CH:31]=2)([C:24]2[CH:29]=[CH:28][CH:27]=[CH:26][CH:25]=2)[C:22]#[N:23])[CH2:14][CH2:13]1.C[O:42]B(OC)OC.C[N+]1([O-])CCOCC1, predict the reaction product. The product is: [NH3:15].[OH:42][C:7]1[CH:8]=[C:9]([CH:38]=[CH:39][CH:40]=1)[CH2:10][O:11][CH:12]1[CH2:17][CH2:16][N:15]([C:18]([CH3:37])([CH3:36])[CH2:19][CH2:20][C:21]([C:30]2[CH:35]=[CH:34][CH:33]=[CH:32][CH:31]=2)([C:24]2[CH:29]=[CH:28][CH:27]=[CH:26][CH:25]=2)[C:22]#[N:23])[CH2:14][CH2:13]1.